Task: Binary Classification. Given a drug SMILES string, predict its activity (active/inactive) in a high-throughput screening assay against a specified biological target.. Dataset: Tyrosyl-DNA phosphodiesterase HTS with 341,365 compounds (1) The molecule is O1CCN(CC1)c1nc(NCC)nc(Oc2nnc(OCC(OC)=O)cc2)n1. The result is 0 (inactive). (2) The result is 0 (inactive). The compound is Clc1c2c(c(O)c(c1)C(O)=O)cccc2. (3) The compound is O=C(Nc1c(OC)cccc1)C=1C(n2[nH]c(nc2=NC1C)CCCO)c1cccnc1. The result is 0 (inactive).